From a dataset of Peptide-MHC class II binding affinity with 134,281 pairs from IEDB. Regression. Given a peptide amino acid sequence and an MHC pseudo amino acid sequence, predict their binding affinity value. This is MHC class II binding data. The peptide sequence is GELQIVDKIDPAFKI. The MHC is DRB3_0202 with pseudo-sequence DRB3_0202. The binding affinity (normalized) is 0.225.